Predict the product of the given reaction. From a dataset of Forward reaction prediction with 1.9M reactions from USPTO patents (1976-2016). (1) Given the reactants [F:1][C:2]1[CH:7]=[CH:6][C:5]([C:8]2[O:9][CH:10]=[C:11]([CH:13]([CH3:16])[CH2:14][NH2:15])[N:12]=2)=[CH:4][CH:3]=1.[F:17][C:18]([F:34])([F:33])[C:19]1[O:23][N:22]=[C:21]([C:24]2[CH:25]=[N:26][CH:27]=[C:28]([CH:32]=2)[C:29](O)=[O:30])[N:20]=1, predict the reaction product. The product is: [F:1][C:2]1[CH:3]=[CH:4][C:5]([C:8]2[O:9][CH:10]=[C:11]([CH:13]([CH3:16])[CH2:14][NH:15][C:29](=[O:30])[C:28]3[CH:32]=[C:24]([C:21]4[N:20]=[C:19]([C:18]([F:34])([F:33])[F:17])[O:23][N:22]=4)[CH:25]=[N:26][CH:27]=3)[N:12]=2)=[CH:6][CH:7]=1. (2) The product is: [CH3:19][C:2]1([CH3:1])[C:11]2[C:6](=[CH:7][C:8]([CH:12]([CH2:13][CH2:14][CH2:15][CH2:16][CH3:17])[CH2:18][OH:20])=[CH:9][CH:10]=2)[O:5][CH2:4][CH2:3]1. Given the reactants [CH3:1][C:2]1([CH3:19])[C:11]2[C:6](=[CH:7][C:8]([C:12](=[CH2:18])[CH2:13][CH2:14][CH2:15][CH2:16][CH3:17])=[CH:9][CH:10]=2)[O:5][CH2:4][CH2:3]1.[OH-:20].[Na+].OO.Cl, predict the reaction product. (3) Given the reactants Cl.[NH2:2][CH2:3][C:4]1([CH3:25])[CH2:8][CH2:7][N:6]([CH2:9][CH2:10][C:11]2[C:20]3[C:15](=[CH:16][CH:17]=[C:18]([O:21][CH3:22])[CH:19]=3)[N:14]=[CH:13][C:12]=2[C:23]#[N:24])[CH2:5]1.[O:26]=[C:27]1[CH2:32][S:31][C:30]2[CH:33]=[CH:34][C:35]([CH:37]=O)=[N:36][C:29]=2[NH:28]1, predict the reaction product. The product is: [CH3:25][C:4]1([CH2:3][NH:2][CH2:37][C:35]2[CH:34]=[CH:33][C:30]3[S:31][CH2:32][C:27](=[O:26])[NH:28][C:29]=3[N:36]=2)[CH2:8][CH2:7][N:6]([CH2:9][CH2:10][C:11]2[C:20]3[C:15](=[CH:16][CH:17]=[C:18]([O:21][CH3:22])[CH:19]=3)[N:14]=[CH:13][C:12]=2[C:23]#[N:24])[CH2:5]1. (4) Given the reactants [Cl:1][C:2]1[C:3](Cl)=[N:4][CH:5]=[C:6]([CH:9]=1)[C:7]#[N:8].[CH2:11]([CH2:13][NH2:14])[OH:12], predict the reaction product. The product is: [Cl:1][C:2]1[C:3]([NH:14][CH2:13][CH2:11][OH:12])=[N:4][CH:5]=[C:6]([CH:9]=1)[C:7]#[N:8].